From a dataset of Forward reaction prediction with 1.9M reactions from USPTO patents (1976-2016). Predict the product of the given reaction. (1) Given the reactants [C:1]1([S:7]([N:10]2[C:18]3[C:13](=[CH:14][C:15]([Cl:19])=[CH:16][CH:17]=3)[CH:12]=[C:11]2[S:20](Cl)(=[O:22])=[O:21])(=[O:9])=[O:8])[CH:6]=[CH:5][CH:4]=[CH:3][CH:2]=1.[NH:24]1[CH2:29][CH2:28][NH:27][CH2:26][CH2:25]1, predict the reaction product. The product is: [C:1]1([S:7]([N:10]2[C:18]3[C:13](=[CH:14][C:15]([Cl:19])=[CH:16][CH:17]=3)[CH:12]=[C:11]2[S:20]([N:24]2[CH2:29][CH2:28][NH:27][CH2:26][CH2:25]2)(=[O:22])=[O:21])(=[O:9])=[O:8])[CH:6]=[CH:5][CH:4]=[CH:3][CH:2]=1. (2) Given the reactants [OH-].[Na+].C([O:5][C:6](=[O:30])[C@@H:7]([O:27][CH2:28][CH3:29])[CH2:8][C:9]1[CH:14]=[CH:13][C:12]([O:15][CH2:16]/[CH:17]=[CH:18]/[C:19]#[C:20][C:21]2[CH:26]=[CH:25][CH:24]=[CH:23][CH:22]=2)=[CH:11][CH:10]=1)C, predict the reaction product. The product is: [CH2:28]([O:27][C@@H:7]([CH2:8][C:9]1[CH:14]=[CH:13][C:12]([O:15][CH2:16]/[CH:17]=[CH:18]/[C:19]#[C:20][C:21]2[CH:22]=[CH:23][CH:24]=[CH:25][CH:26]=2)=[CH:11][CH:10]=1)[C:6]([OH:30])=[O:5])[CH3:29]. (3) Given the reactants Br[C:2]1[N:7]=[C:6]([CH2:8][O:9][N:10]=[C:11]([C:18]2[N:22]([CH3:23])[N:21]=[N:20][N:19]=2)[C:12]2[CH:17]=[CH:16][CH:15]=[CH:14][CH:13]=2)[CH:5]=[CH:4][C:3]=1[O:24][CH3:25].N#N.[CH:28]1([C:31]#[CH:32])[CH2:30][CH2:29]1.C(N(C(C)C)C(C)C)C, predict the reaction product. The product is: [CH:28]1([C:31]#[C:32][C:2]2[N:7]=[C:6]([CH2:8][O:9][N:10]=[C:11]([C:18]3[N:22]([CH3:23])[N:21]=[N:20][N:19]=3)[C:12]3[CH:17]=[CH:16][CH:15]=[CH:14][CH:13]=3)[CH:5]=[CH:4][C:3]=2[O:24][CH3:25])[CH2:30][CH2:29]1.